The task is: Predict the product of the given reaction.. This data is from Forward reaction prediction with 1.9M reactions from USPTO patents (1976-2016). Given the reactants [Br:1][C:2]1[CH:9]=[CH:8][C:5]([C:6]#[N:7])=[CH:4][CH:3]=1.C[O-].[Na+].CO[CH:15](OC)[CH2:16][NH2:17].C(O)(=O)C.Cl, predict the reaction product. The product is: [Br:1][C:2]1[CH:9]=[CH:8][C:5]([C:6]2[NH:17][CH:16]=[CH:15][N:7]=2)=[CH:4][CH:3]=1.